This data is from Full USPTO retrosynthesis dataset with 1.9M reactions from patents (1976-2016). The task is: Predict the reactants needed to synthesize the given product. (1) Given the product [S:35]1[CH:36]=[C:32]([CH2:31][N:21]([C@@H:22]([CH3:30])[CH:23]([O:24][CH2:25][CH3:26])[O:27][CH2:28][CH3:29])[C:19](=[O:20])[C@@H:18]([NH:17][C:13](=[O:15])[CH2:12][O:11][NH:10][C:9]([NH:8][CH2:1][C:2]2[CH:3]=[CH:4][CH:5]=[CH:6][CH:7]=2)=[O:16])[CH2:41][C:42](=[O:43])[NH:44][C:45]([C:46]2[CH:47]=[CH:48][CH:49]=[CH:50][CH:51]=2)([C:58]2[CH:63]=[CH:62][CH:61]=[CH:60][CH:59]=2)[C:52]2[CH:53]=[CH:54][CH:55]=[CH:56][CH:57]=2)[C:33]2[CH:40]=[CH:39][CH:38]=[CH:37][C:34]1=2, predict the reactants needed to synthesize it. The reactants are: [CH2:1]([NH:8][C:9](=[O:16])[NH:10][O:11][CH2:12][C:13]([OH:15])=O)[C:2]1[CH:7]=[CH:6][CH:5]=[CH:4][CH:3]=1.[NH2:17][C@@H:18]([CH2:41][C:42]([NH:44][C:45]([C:58]1[CH:63]=[CH:62][CH:61]=[CH:60][CH:59]=1)([C:52]1[CH:57]=[CH:56][CH:55]=[CH:54][CH:53]=1)[C:46]1[CH:51]=[CH:50][CH:49]=[CH:48][CH:47]=1)=[O:43])[C:19]([N:21]([CH2:31][C:32]1[C:33]2[CH:40]=[CH:39][CH:38]=[CH:37][C:34]=2[S:35][CH:36]=1)[C@@H:22]([CH3:30])[CH:23]([O:27][CH2:28][CH3:29])[O:24][CH2:25][CH3:26])=[O:20]. (2) Given the product [C:9]([O:13][C:14]([NH:1][CH:2]([CH2:6][O:7][CH3:8])[C:3]([OH:5])=[O:4])=[O:15])([CH3:12])([CH3:11])[CH3:10], predict the reactants needed to synthesize it. The reactants are: [NH2:1][CH:2]([CH2:6][O:7][CH3:8])[C:3]([OH:5])=[O:4].[C:9]([O:13][C:14](O[C:14]([O:13][C:9]([CH3:12])([CH3:11])[CH3:10])=[O:15])=[O:15])([CH3:12])([CH3:11])[CH3:10].[OH-].[Na+]. (3) Given the product [OH:18][C:17]1[C:16]2[C:11](=[CH:12][C:13]([O:19][C:20]3[CH:25]=[CH:24][C:23]([O:26][CH3:27])=[CH:22][CH:21]=3)=[CH:14][CH:15]=2)[CH:10]=[N:9][C:8]=1[C:6]([NH:28][C@@H:29]([CH3:30])[C:31]([OH:33])=[O:32])=[O:7], predict the reactants needed to synthesize it. The reactants are: C(O[C:6]([C:8]1[N:9]=[CH:10][C:11]2[C:16]([C:17]=1[OH:18])=[CH:15][CH:14]=[C:13]([O:19][C:20]1[CH:25]=[CH:24][C:23]([O:26][CH3:27])=[CH:22][CH:21]=1)[CH:12]=2)=[O:7])CCC.[NH2:28][C@H:29]([C:31]([OH:33])=[O:32])[CH3:30]. (4) Given the product [F:1][C:2]1[CH:7]=[CH:6][C:5]([NH2:8])=[CH:4][C:3]=1[O:11][CH3:12], predict the reactants needed to synthesize it. The reactants are: [F:1][C:2]1[CH:7]=[CH:6][C:5]([N+:8]([O-])=O)=[CH:4][C:3]=1[O:11][CH3:12]. (5) Given the product [CH:23]1([C:21]([N:18]2[CH2:19][CH2:20][CH:16]([CH2:15][N:9]3[C:10]([CH3:14])=[C:11]([CH3:13])[N:12]=[C:8]3[C:5]3[CH:6]=[CH:7][C:2]([C:31]4[CH:30]=[CH:29][CH:28]=[C:27]([OH:26])[CH:32]=4)=[CH:3][CH:4]=3)[CH2:17]2)=[O:22])[CH2:25][CH2:24]1, predict the reactants needed to synthesize it. The reactants are: Br[C:2]1[CH:7]=[CH:6][C:5]([C:8]2[N:9]([CH2:15][CH:16]3[CH2:20][CH2:19][N:18]([C:21]([CH:23]4[CH2:25][CH2:24]4)=[O:22])[CH2:17]3)[C:10]([CH3:14])=[C:11]([CH3:13])[N:12]=2)=[CH:4][CH:3]=1.[OH:26][C:27]1[CH:28]=[C:29](B(O)O)[CH:30]=[CH:31][CH:32]=1.C([O-])([O-])=O.[Na+].[Na+]. (6) Given the product [CH:13]([NH:26][S:27]([C:30]1[CH:31]=[CH:32][C:33]2[CH:37]=[C:36]([C:61]3[C:62]([CH3:66])=[CH:63][N:64]=[C:59]([Cl:58])[N:60]=3)[S:35][C:34]=2[CH:38]=1)(=[O:29])=[O:28])([C:14]1[CH:15]=[CH:16][CH:17]=[CH:18][CH:19]=1)[C:20]1[CH:25]=[CH:24][CH:23]=[CH:22][CH:21]=1, predict the reactants needed to synthesize it. The reactants are: C(NC(C)C)(C)C.C([Li])CCC.[CH:13]([NH:26][S:27]([C:30]1[CH:31]=[CH:32][C:33]2[CH:37]=[CH:36][S:35][C:34]=2[CH:38]=1)(=[O:29])=[O:28])([C:20]1[CH:25]=[CH:24][CH:23]=[CH:22][CH:21]=1)[C:14]1[CH:19]=[CH:18][CH:17]=[CH:16][CH:15]=1.C(OB(OC(C)C)OC(C)C)(C)C.C(=O)([O-])[O-].[Na+].[Na+].[Cl:58][C:59]1[N:64]=[C:63](Cl)[C:62]([CH3:66])=[CH:61][N:60]=1. (7) Given the product [O:10]1[C:14]2[CH:15]=[CH:16][CH:17]=[CH:18][C:13]=2[CH:12]=[C:11]1[CH:19]([OH:23])[CH2:20][N:21]([CH2:43][C:41]1[O:40][C:36]2[N:37]([CH3:39])[CH:38]=[C:33]([C:31]([NH:30][CH2:29][C:28]3[CH:27]=[CH:26][C:25]([Cl:24])=[CH:47][CH:46]=3)=[O:32])[C:34](=[O:45])[C:35]=2[CH:42]=1)[CH3:22], predict the reactants needed to synthesize it. The reactants are: C(N(CC)C(C)C)(C)C.[O:10]1[C:14]2[CH:15]=[CH:16][CH:17]=[CH:18][C:13]=2[CH:12]=[C:11]1[CH:19]([OH:23])[CH2:20][NH:21][CH3:22].[Cl:24][C:25]1[CH:47]=[CH:46][C:28]([CH2:29][NH:30][C:31]([C:33]2[C:34](=[O:45])[C:35]3[CH:42]=[C:41]([CH2:43]Cl)[O:40][C:36]=3[N:37]([CH3:39])[CH:38]=2)=[O:32])=[CH:27][CH:26]=1.O. (8) The reactants are: [C:1]([C:3]1[CH:4]=[C:5]([CH2:9][C:10]([N:12]2[CH2:17][CH2:16][N:15]([CH3:18])[CH2:14][CH2:13]2)=[O:11])[CH:6]=[CH:7][CH:8]=1)#[CH:2].[CH3:19][C:20]1([CH3:27])[C:24]([CH3:26])([CH3:25])[O:23][BH:22][O:21]1.[NH4+].[Cl-]. Given the product [CH3:18][N:15]1[CH2:16][CH2:17][N:12]([C:10](=[O:11])[CH2:9][C:5]2[CH:6]=[CH:7][CH:8]=[C:3](/[CH:1]=[CH:2]/[B:22]3[O:23][C:24]([CH3:26])([CH3:25])[C:20]([CH3:27])([CH3:19])[O:21]3)[CH:4]=2)[CH2:13][CH2:14]1, predict the reactants needed to synthesize it. (9) Given the product [C:11]([C:15]1[CH:16]=[CH:17][C:18]([CH:21]([CH3:26])[C:22]([O:24][CH3:25])=[O:23])=[CH:19][CH:20]=1)([CH3:14])([CH3:12])[CH3:13], predict the reactants needed to synthesize it. The reactants are: C[Si]([N-][Si](C)(C)C)(C)C.[Li+].[C:11]([C:15]1[CH:20]=[CH:19][C:18]([CH2:21][C:22]([O:24][CH3:25])=[O:23])=[CH:17][CH:16]=1)([CH3:14])([CH3:13])[CH3:12].[CH3:26]I.O.